Task: Predict the reaction yield, written as a fraction of the theoretical maximum amount of product (1.0 means a 100% yield; for example, 0.34 means a 34% yield).. Dataset: Reaction yield outcomes from USPTO patents with 853,638 reactions (1) The reactants are [CH3:1][O:2][C:3]([C:5]1[CH:6]=[CH:7][C:8]2[C:12]([CH:13]=1)=[N:11][N:10]([N+]([O-])=O)[CH:9]=2)=[O:4].[CH3:17][N:18]1[CH2:23][CH2:22][NH:21][CH2:20][CH2:19]1. The catalyst is C1COCC1. The product is [CH3:1][O:2][C:3]([C:5]1[CH:13]=[C:12]2[C:8]([C:9]([N:21]3[CH2:22][CH2:23][N:18]([CH3:17])[CH2:19][CH2:20]3)=[N:10][NH:11]2)=[CH:7][CH:6]=1)=[O:4]. The yield is 0.490. (2) The reactants are C=[C:2]1[CH2:7][O:6][C:5]2([CH2:12][CH2:11][CH:10]([N:13]3[C:18](=[O:19])[C:17]([CH2:20][C:21]4[CH:26]=[CH:25][C:24]([C:27]5[C:28]([C:33]#[N:34])=[CH:29][CH:30]=[CH:31][CH:32]=5)=[CH:23][CH:22]=4)=[C:16]([CH2:35][CH2:36][CH3:37])[N:15]4[N:38]=[CH:39][N:40]=[C:14]34)[CH2:9][CH2:8]2)[O:4][CH2:3]1.I([O-])(=O)(=O)=[O:42].[Na+].CC(C)=O.C(#N)C. The catalyst is [Os](=O)(=O)(=O)=O.O.C(OCC)(=O)C. The product is [OH:42][CH:2]1[CH2:3][O:4][C:5]2([CH2:8][CH2:9][CH:10]([N:13]3[C:18](=[O:19])[C:17]([CH2:20][C:21]4[CH:22]=[CH:23][C:24]([C:27]5[C:28]([C:33]#[N:34])=[CH:29][CH:30]=[CH:31][CH:32]=5)=[CH:25][CH:26]=4)=[C:16]([CH2:35][CH2:36][CH3:37])[N:15]4[N:38]=[CH:39][N:40]=[C:14]34)[CH2:11][CH2:12]2)[O:6][CH2:7]1. The yield is 0.730. (3) The reactants are Cl.Cl.N[CH2:4][CH2:5][CH2:6][CH2:7][C:8]1[CH:23]=[CH:22][C:11]([O:12][CH2:13][C:14]([NH:16][C:17]2[NH:18][CH:19]=[CH:20][N:21]=2)=[O:15])=[CH:10][CH:9]=1.C([N:27](C(C)C)CC)(C)C.I.[NH2:34][C:35]1[C:36]([C:43]([NH:45][C:46](=[NH:49])SC)=[O:44])=[N:37][C:38]([Cl:42])=[C:39]([NH2:41])[N:40]=1. The catalyst is C(O)C.CO. The product is [NH2:34][C:35]1[C:36]([C:43]([N:45]([CH2:4][CH2:5][CH2:6][CH2:7][C:8]2[CH:23]=[CH:22][C:11]([O:12][CH2:13][C:14]([NH:16][C:17]3[NH:21][CH:20]=[CH:19][N:18]=3)=[O:15])=[CH:10][CH:9]=2)[C:46]([NH2:49])=[NH:27])=[O:44])=[N:37][C:38]([Cl:42])=[C:39]([NH2:41])[N:40]=1. The yield is 0.290.